From a dataset of Cav3 T-type calcium channel HTS with 100,875 compounds. Binary Classification. Given a drug SMILES string, predict its activity (active/inactive) in a high-throughput screening assay against a specified biological target. (1) The molecule is S(CC(=O)N1CCC2(OCCO2)CC1)c1nn2c(n1)nc(cc2C)C. The result is 0 (inactive). (2) The drug is O=C(NC(CC)(C)C)c1c([N+]([O-])=O)cc(OC)c(OC)c1. The result is 0 (inactive). (3) The drug is Clc1cc(n2c(ccc2)/C=N\n2cnnc2)ccc1C. The result is 0 (inactive).